Dataset: NCI-60 drug combinations with 297,098 pairs across 59 cell lines. Task: Regression. Given two drug SMILES strings and cell line genomic features, predict the synergy score measuring deviation from expected non-interaction effect. (1) Drug 1: CCCS(=O)(=O)NC1=C(C(=C(C=C1)F)C(=O)C2=CNC3=C2C=C(C=N3)C4=CC=C(C=C4)Cl)F. Drug 2: CCC1(CC2CC(C3=C(CCN(C2)C1)C4=CC=CC=C4N3)(C5=C(C=C6C(=C5)C78CCN9C7C(C=CC9)(C(C(C8N6C)(C(=O)OC)O)OC(=O)C)CC)OC)C(=O)OC)O.OS(=O)(=O)O. Cell line: HL-60(TB). Synergy scores: CSS=56.5, Synergy_ZIP=15.8, Synergy_Bliss=19.7, Synergy_Loewe=-20.7, Synergy_HSA=11.0. (2) Drug 1: CCC1(CC2CC(C3=C(CCN(C2)C1)C4=CC=CC=C4N3)(C5=C(C=C6C(=C5)C78CCN9C7C(C=CC9)(C(C(C8N6C=O)(C(=O)OC)O)OC(=O)C)CC)OC)C(=O)OC)O.OS(=O)(=O)O. Drug 2: CC1CCCC2(C(O2)CC(NC(=O)CC(C(C(=O)C(C1O)C)(C)C)O)C(=CC3=CSC(=N3)C)C)C. Cell line: SF-268. Synergy scores: CSS=39.2, Synergy_ZIP=2.03, Synergy_Bliss=3.29, Synergy_Loewe=-4.19, Synergy_HSA=4.52. (3) Drug 1: C1CN1P(=S)(N2CC2)N3CC3. Drug 2: C(CN)CNCCSP(=O)(O)O. Cell line: MALME-3M. Synergy scores: CSS=6.97, Synergy_ZIP=-7.02, Synergy_Bliss=-6.32, Synergy_Loewe=-8.76, Synergy_HSA=-5.07. (4) Drug 1: C1CN1C2=NC(=NC(=N2)N3CC3)N4CC4. Drug 2: CNC(=O)C1=NC=CC(=C1)OC2=CC=C(C=C2)NC(=O)NC3=CC(=C(C=C3)Cl)C(F)(F)F. Cell line: T-47D. Synergy scores: CSS=12.1, Synergy_ZIP=-22.3, Synergy_Bliss=-34.6, Synergy_Loewe=-32.1, Synergy_HSA=-30.5. (5) Drug 1: C1CN1P(=S)(N2CC2)N3CC3. Drug 2: COCCOC1=C(C=C2C(=C1)C(=NC=N2)NC3=CC=CC(=C3)C#C)OCCOC.Cl. Cell line: HL-60(TB). Synergy scores: CSS=54.4, Synergy_ZIP=-1.84, Synergy_Bliss=-4.34, Synergy_Loewe=-8.01, Synergy_HSA=-2.47. (6) Drug 1: CC1=C(C=C(C=C1)NC(=O)C2=CC=C(C=C2)CN3CCN(CC3)C)NC4=NC=CC(=N4)C5=CN=CC=C5. Drug 2: CC1=C2C(C(=O)C3(C(CC4C(C3C(C(C2(C)C)(CC1OC(=O)C(C(C5=CC=CC=C5)NC(=O)OC(C)(C)C)O)O)OC(=O)C6=CC=CC=C6)(CO4)OC(=O)C)O)C)O. Cell line: SNB-19. Synergy scores: CSS=-1.07, Synergy_ZIP=9.58, Synergy_Bliss=9.41, Synergy_Loewe=5.19, Synergy_HSA=6.15. (7) Drug 1: CC1C(C(CC(O1)OC2CC(CC3=C2C(=C4C(=C3O)C(=O)C5=C(C4=O)C(=CC=C5)OC)O)(C(=O)C)O)N)O.Cl. Drug 2: CC1C(C(CC(O1)OC2CC(CC3=C2C(=C4C(=C3O)C(=O)C5=CC=CC=C5C4=O)O)(C(=O)C)O)N)O. Cell line: HOP-62. Synergy scores: CSS=41.4, Synergy_ZIP=2.00, Synergy_Bliss=4.97, Synergy_Loewe=-6.70, Synergy_HSA=5.23. (8) Drug 1: CC(C1=C(C=CC(=C1Cl)F)Cl)OC2=C(N=CC(=C2)C3=CN(N=C3)C4CCNCC4)N. Drug 2: CC1C(C(CC(O1)OC2CC(CC3=C2C(=C4C(=C3O)C(=O)C5=C(C4=O)C(=CC=C5)OC)O)(C(=O)C)O)N)O.Cl. Cell line: U251. Synergy scores: CSS=43.8, Synergy_ZIP=1.08, Synergy_Bliss=2.90, Synergy_Loewe=-7.79, Synergy_HSA=3.07. (9) Drug 1: CC1=C(C=C(C=C1)NC2=NC=CC(=N2)N(C)C3=CC4=NN(C(=C4C=C3)C)C)S(=O)(=O)N.Cl. Drug 2: C(CCl)NC(=O)N(CCCl)N=O. Cell line: RXF 393. Synergy scores: CSS=9.37, Synergy_ZIP=-1.61, Synergy_Bliss=6.70, Synergy_Loewe=6.04, Synergy_HSA=6.28. (10) Drug 1: CC1=C2C(C(=O)C3(C(CC4C(C3C(C(C2(C)C)(CC1OC(=O)C(C(C5=CC=CC=C5)NC(=O)OC(C)(C)C)O)O)OC(=O)C6=CC=CC=C6)(CO4)OC(=O)C)O)C)O. Drug 2: CNC(=O)C1=NC=CC(=C1)OC2=CC=C(C=C2)NC(=O)NC3=CC(=C(C=C3)Cl)C(F)(F)F. Cell line: SK-OV-3. Synergy scores: CSS=28.6, Synergy_ZIP=2.05, Synergy_Bliss=9.72, Synergy_Loewe=-4.53, Synergy_HSA=11.0.